Dataset: Forward reaction prediction with 1.9M reactions from USPTO patents (1976-2016). Task: Predict the product of the given reaction. (1) Given the reactants C([O:8][C@H:9]1[CH2:14][CH2:13][CH2:12][CH2:11][C@@H:10]1[N:15]1[CH2:20][CH2:19][C:18]2[N:21]([C:33]3[CH:38]=[CH:37][CH:36]=[CH:35][C:34]=3[Cl:39])[C:22]([C:25]3[CH:30]=[CH:29][C:28]([O:31][CH3:32])=[CH:27][CH:26]=3)=[C:23]([CH3:24])[C:17]=2[C:16]1=[O:40])C1C=CC=CC=1.C(O[C@H]1CCCC[C@@H]1N)C1C=CC=CC=1.ClC1C=CC(C2NC3CCNCC=3C=2)=CC=1.C[Si](I)(C)C, predict the reaction product. The product is: [Cl:39][C:34]1[CH:35]=[CH:36][CH:37]=[CH:38][C:33]=1[N:21]1[C:18]2[CH2:19][CH2:20][N:15]([C@H:10]3[CH2:11][CH2:12][CH2:13][CH2:14][C@@H:9]3[OH:8])[C:16](=[O:40])[C:17]=2[C:23]([CH3:24])=[C:22]1[C:25]1[CH:26]=[CH:27][C:28]([O:31][CH3:32])=[CH:29][CH:30]=1. (2) Given the reactants [CH:1]([C@H:4]1[C@@H:8]2[C@@H:9]3[C@@:22]([CH3:25])([CH2:23][CH2:24][C@@:7]2([C:40]([OH:42])=O)[CH2:6][CH2:5]1)[C@@:21]1([CH3:26])[C@@H:12]([C@:13]2([CH3:39])[C@@H:18]([CH2:19][CH2:20]1)[C:17]([CH3:28])([CH3:27])[C@@H:16]([C:29]1[CH:34]=[CH:33][C:32]([C:35]([O:37][CH3:38])=[O:36])=[CH:31][CH:30]=1)[CH2:15][CH2:14]2)[CH2:11][CH2:10]3)([CH3:3])[CH3:2].C(Cl)(=O)C([Cl:46])=O, predict the reaction product. The product is: [Cl:46][C:40]([C@:7]12[CH2:6][CH2:5][C@@H:4]([CH:1]([CH3:3])[CH3:2])[C@@H:8]1[C@@H:9]1[C@@:22]([CH3:25])([CH2:23][CH2:24]2)[C@@:21]2([CH3:26])[C@@H:12]([C@:13]3([CH3:39])[C@@H:18]([CH2:19][CH2:20]2)[C:17]([CH3:27])([CH3:28])[C@@H:16]([C:29]2[CH:34]=[CH:33][C:32]([C:35]([O:37][CH3:38])=[O:36])=[CH:31][CH:30]=2)[CH2:15][CH2:14]3)[CH2:11][CH2:10]1)=[O:42].